From a dataset of Catalyst prediction with 721,799 reactions and 888 catalyst types from USPTO. Predict which catalyst facilitates the given reaction. (1) Reactant: [C:1]([C:5]1[CH:6]=[C:7]([NH2:20])[N:8]([C:10]2[CH:11]=[C:12]3[C:17](=[CH:18][CH:19]=2)[N:16]=[CH:15][CH:14]=[CH:13]3)[N:9]=1)([CH3:4])([CH3:3])[CH3:2].C[Si]([N-][Si](C)(C)C)(C)C.[Li+].Cl[C:32]([O:34][C:35]([CH3:37])=[CH2:36])=[O:33].Cl. Product: [C:1]([C:5]1[CH:6]=[C:7]([NH:20][C:32](=[O:33])[O:34][C:35]([CH3:37])=[CH2:36])[N:8]([C:10]2[CH:11]=[C:12]3[C:17](=[CH:18][CH:19]=2)[N:16]=[CH:15][CH:14]=[CH:13]3)[N:9]=1)([CH3:4])([CH3:2])[CH3:3]. The catalyst class is: 1. (2) Reactant: [NH:1]1[C:9]2[C:4](=[CH:5][CH:6]=[CH:7][C:8]=2[C:10]([OH:12])=O)[CH:3]=[CH:2]1.CN(C(ON1N=NC2C=CC=CC1=2)=[N+](C)C)C.[B-](F)(F)(F)F.C(N(CC)C(C)C)(C)C.[C:44]([C:48]1[CH:65]=[CH:64][C:51]([CH2:52][NH:53][CH2:54][CH:55]([C:57]2[CH:62]=[CH:61][C:60]([Cl:63])=[CH:59][CH:58]=2)[OH:56])=[CH:50][CH:49]=1)([CH3:47])([CH3:46])[CH3:45]. Product: [C:44]([C:48]1[CH:65]=[CH:64][C:51]([CH2:52][N:53]([CH2:54][CH:55]([C:57]2[CH:58]=[CH:59][C:60]([Cl:63])=[CH:61][CH:62]=2)[OH:56])[C:10]([C:8]2[CH:7]=[CH:6][CH:5]=[C:4]3[C:9]=2[NH:1][CH:2]=[CH:3]3)=[O:12])=[CH:50][CH:49]=1)([CH3:47])([CH3:45])[CH3:46]. The catalyst class is: 18. (3) Reactant: [OH-:1].[Na+].[CH2:3]([C:10]1[N:18]([CH2:19][C:20]2[CH:25]=[CH:24][C:23]([C:26]([F:29])([F:28])[F:27])=[CH:22][CH:21]=2)[C:17]2[C:12](=[N:13]C(C#N)=[N:15][C:16]=2[NH:30][C@@H:31]([CH:33]2[CH2:36][CH2:35][CH2:34]2)[CH3:32])[N:11]=1)[C:4]1[CH:9]=[CH:8][CH:7]=[CH:6][CH:5]=1.[CH2:39]([OH:41])[CH3:40]. Product: [CH2:3]([C:10]1[N:18]([CH2:19][C:20]2[CH:25]=[CH:24][C:23]([C:26]([F:29])([F:28])[F:27])=[CH:22][CH:21]=2)[C:17]2[C:12](=[N:13][C:40]([C:39]([OH:1])=[O:41])=[N:15][C:16]=2[NH:30][C@@H:31]([CH:33]2[CH2:36][CH2:35][CH2:34]2)[CH3:32])[N:11]=1)[C:4]1[CH:9]=[CH:8][CH:7]=[CH:6][CH:5]=1. The catalyst class is: 25. (4) Reactant: [CH3:1][O:2][C:3]1[CH:10]=[CH:9][C:6]([CH:7]=O)=[C:5]([CH3:11])[CH:4]=1.[C:12]([CH2:14][C:15]([OH:17])=[O:16])#[N:13].C([O-])(=O)C.[NH4+].N1C=CC=CC=1. Product: [C:12]([C:14](=[CH:7][C:6]1[CH:9]=[CH:10][C:3]([O:2][CH3:1])=[CH:4][C:5]=1[CH3:11])[C:15]([OH:17])=[O:16])#[N:13]. The catalyst class is: 226. (5) Reactant: CN(C(ON1N=NC2C=CC=NC1=2)=[N+](C)C)C.F[P-](F)(F)(F)(F)F.[Cl:25][C:26]1[C:27]([C:50]2[N:54]3[CH:55]=[CH:56][CH:57]=[CH:58][C:53]3=[N:52][CH:51]=2)=[N:28][C:29]([NH:32][C:33]2[CH:38]=[CH:37][C:36]([N:39]3[CH2:46][CH:45]4[NH:47][CH:41]([CH2:42][O:43][CH2:44]4)[CH2:40]3)=[CH:35][C:34]=2[O:48][CH3:49])=[N:30][CH:31]=1.C(N(C(C)C)C(C)C)C.[C:68](O)(=[O:70])[CH3:69]. Product: [Cl:25][C:26]1[C:27]([C:50]2[N:54]3[CH:55]=[CH:56][CH:57]=[CH:58][C:53]3=[N:52][CH:51]=2)=[N:28][C:29]([NH:32][C:33]2[CH:38]=[CH:37][C:36]([N:39]3[CH2:40][CH:41]4[N:47]([C:68](=[O:70])[CH3:69])[CH:45]([CH2:44][O:43][CH2:42]4)[CH2:46]3)=[CH:35][C:34]=2[O:48][CH3:49])=[N:30][CH:31]=1. The catalyst class is: 2.